This data is from Full USPTO retrosynthesis dataset with 1.9M reactions from patents (1976-2016). The task is: Predict the reactants needed to synthesize the given product. (1) Given the product [CH:16]([N:20]1[CH:22]=[C:8]([C:9]2[CH:14]=[CH:13][N:12]=[CH:11][CH:10]=2)[C:7]([C:5]2[S:6][C:2]([Cl:1])=[CH:3][CH:4]=2)=[N:21]1)([CH2:18][CH3:19])[CH3:17].[CH:16]([N:20]1[C:7]([C:5]2[S:6][C:2]([Cl:1])=[CH:3][CH:4]=2)=[C:8]([C:9]2[CH:14]=[CH:13][N:12]=[CH:11][CH:10]=2)[CH:22]=[N:21]1)([CH2:18][CH3:19])[CH3:17], predict the reactants needed to synthesize it. The reactants are: [Cl:1][C:2]1[S:6][C:5]([C:7](=O)[CH2:8][C:9]2[CH:14]=[CH:13][N:12]=[CH:11][CH:10]=2)=[CH:4][CH:3]=1.[CH:16]([NH:20][NH2:21])([CH2:18][CH3:19])[CH3:17].[CH2:22](N(CC)CC)C. (2) The reactants are: [Cl:1]C1C=C(C=C(Cl)C=1)CN1CCN(C(OC(C)(C)C)=O)CC1.[Cl:23][C:24]1[CH:25]=[C:26]([S:31]([CH:33]2[CH2:38][CH2:37][N:36](C(OC(C)(C)C)=O)[CH2:35][CH2:34]2)=[O:32])[CH:27]=[C:28]([Cl:30])[CH:29]=1. Given the product [ClH:1].[Cl:23][C:24]1[CH:25]=[C:26]([S:31]([CH:33]2[CH2:38][CH2:37][NH:36][CH2:35][CH2:34]2)=[O:32])[CH:27]=[C:28]([Cl:30])[CH:29]=1, predict the reactants needed to synthesize it. (3) Given the product [Cl:24][C:25]1[CH:26]=[C:27]([N:31]2[C:35]([CH2:36][NH:37][C:15]([NH:14][C:4]3[CH:5]=[CH:6][C:7]([CH2:8][CH2:9][S:10]([CH3:13])(=[O:11])=[O:12])=[C:2]([F:1])[CH:3]=3)=[O:23])=[CH:34][C:33]([CH:38]3[CH2:39][CH2:40]3)=[N:32]2)[CH:28]=[CH:29][CH:30]=1, predict the reactants needed to synthesize it. The reactants are: [F:1][C:2]1[CH:3]=[C:4]([NH:14][C:15](=[O:23])OC2C=CC=CC=2)[CH:5]=[CH:6][C:7]=1[CH2:8][CH2:9][S:10]([CH3:13])(=[O:12])=[O:11].[Cl:24][C:25]1[CH:26]=[C:27]([N:31]2[C:35]([CH2:36][NH2:37])=[CH:34][C:33]([CH:38]3[CH2:40][CH2:39]3)=[N:32]2)[CH:28]=[CH:29][CH:30]=1.C(N(C(C)C)C(C)C)C. (4) Given the product [C:1]([O-:6])(=[O:5])[C:2]([O-:4])=[O:3].[Nd+3:12].[C:1]([O-:6])(=[O:5])[C:2]([O-:4])=[O:3].[C:1]([O-:6])(=[O:5])[C:2]([O-:4])=[O:3].[Nd+3:12], predict the reactants needed to synthesize it. The reactants are: [C:1]([OH:6])(=[O:5])[C:2]([OH:4])=[O:3].S([O-])([O-])(=O)=O.[Nd+3:12].S([O-])([O-])(=O)=O.S([O-])([O-])(=O)=O.[Nd+3]. (5) Given the product [C:16]([N:19]1[CH2:24][CH2:23][CH:22]([C:25]([NH:27][C:28]2[CH:33]=[CH:32][CH:31]=[CH:30][C:29]=2[CH:34]([NH:9][C:8]2[CH:10]=[CH:11][CH:12]=[CH:13][C:7]=2[O:6][C:5]2[CH:14]=[CH:15][C:2]([Cl:1])=[CH:3][CH:4]=2)[CH3:35])=[O:26])[CH2:21][CH2:20]1)(=[O:18])[CH3:17], predict the reactants needed to synthesize it. The reactants are: [Cl:1][C:2]1[CH:15]=[CH:14][C:5]([O:6][C:7]2[CH:13]=[CH:12][CH:11]=[CH:10][C:8]=2[NH2:9])=[CH:4][CH:3]=1.[C:16]([N:19]1[CH2:24][CH2:23][CH:22]([C:25]([NH:27][C:28]2[CH:33]=[CH:32][CH:31]=[CH:30][C:29]=2[C:34](=O)[CH3:35])=[O:26])[CH2:21][CH2:20]1)(=[O:18])[CH3:17].C(O[BH-](OC(=O)C)OC(=O)C)(=O)C.[Na+].C(=O)(O)[O-].[Na+]. (6) Given the product [CH2:1]([O:8][C:9](=[O:17])[CH2:10][CH2:11][CH:12]([Br:18])[C:14]([OH:16])=[O:15])[C:2]1[CH:7]=[CH:6][CH:5]=[CH:4][CH:3]=1, predict the reactants needed to synthesize it. The reactants are: [CH2:1]([O:8][C:9](=[O:17])[CH2:10][CH2:11][C@@H:12]([C:14]([OH:16])=[O:15])N)[C:2]1[CH:7]=[CH:6][CH:5]=[CH:4][CH:3]=1.[Br-:18].[K+].N([O-])=O.[Na+].S(=O)(=O)(O)O.